This data is from Peptide-MHC class I binding affinity with 185,985 pairs from IEDB/IMGT. The task is: Regression. Given a peptide amino acid sequence and an MHC pseudo amino acid sequence, predict their binding affinity value. This is MHC class I binding data. (1) The peptide sequence is NAPIKEFKAK. The MHC is HLA-A11:01 with pseudo-sequence HLA-A11:01. The binding affinity (normalized) is 0.0546. (2) The binding affinity (normalized) is 0.650. The peptide sequence is GILGFVFTL. The MHC is HLA-A02:06 with pseudo-sequence HLA-A02:06. (3) The binding affinity (normalized) is 0.0847. The peptide sequence is KNYPASLHK. The MHC is HLA-B15:17 with pseudo-sequence HLA-B15:17. (4) The peptide sequence is SVDFYQFRV. The MHC is HLA-A02:01 with pseudo-sequence HLA-A02:01. The binding affinity (normalized) is 0.469.